Dataset: Forward reaction prediction with 1.9M reactions from USPTO patents (1976-2016). Task: Predict the product of the given reaction. (1) Given the reactants Br[C:2]1[CH:11]=[C:10]2[C:5]([N:6]=[CH:7][CH:8]=[N:9]2)=[C:4]([C:12]([NH:14][CH2:15][C:16]([O:18]CC)=[O:17])=[O:13])[C:3]=1[OH:21].[F:22][C:23]1[CH:28]=[C:27]([C:29]([F:32])([F:31])[F:30])[CH:26]=[CH:25][C:24]=1B(O)O.C(=O)([O-])[O-].[K+].[K+], predict the reaction product. The product is: [F:22][C:23]1[CH:28]=[C:27]([C:29]([F:30])([F:31])[F:32])[CH:26]=[CH:25][C:24]=1[C:2]1[CH:11]=[C:10]2[C:5]([N:6]=[CH:7][CH:8]=[N:9]2)=[C:4]([C:12]([NH:14][CH2:15][C:16]([OH:18])=[O:17])=[O:13])[C:3]=1[OH:21]. (2) Given the reactants [C:1]([OH:4])(=[O:3])[CH3:2].[C:5]([O:8][CH2:9][CH3:10])(=[O:7])[CH3:6], predict the reaction product. The product is: [C:1]([OH:4])(=[O:3])[CH3:2].[C:5]([O:8][CH2:9][CH3:10])(=[O:7])[CH3:6]. (3) Given the reactants [CH2:1]([NH:5][S:6]([C:9]1[CH:14]=[CH:13][C:12]([CH:15]=[C:16]2[CH2:21][CH2:20][N:19]([S:22]([CH3:25])(=[O:24])=[O:23])[CH2:18][CH2:17]2)=[CH:11][CH:10]=1)(=[O:8])=[O:7])[CH:2]([CH3:4])[CH3:3].[F:26][C:27]([F:37])([F:36])[C:28]1[CH:35]=[CH:34][CH:33]=[CH:32][C:29]=1[CH2:30]Br.C([O-])([O-])=O.[K+].[K+], predict the reaction product. The product is: [CH2:1]([N:5]([CH2:30][C:29]1[CH:32]=[CH:33][CH:34]=[CH:35][C:28]=1[C:27]([F:26])([F:36])[F:37])[S:6]([C:9]1[CH:10]=[CH:11][C:12]([CH:15]=[C:16]2[CH2:21][CH2:20][N:19]([S:22]([CH3:25])(=[O:23])=[O:24])[CH2:18][CH2:17]2)=[CH:13][CH:14]=1)(=[O:8])=[O:7])[CH:2]([CH3:3])[CH3:4]. (4) Given the reactants [C:1]([O:5][C:6]([NH:8][C:9]1[CH:10]=[N+:11]([O-])[CH:12]=[C:13]([O:15][C:16]2[CH:17]=[N:18][CH:19]=[C:20]([C:22]([O:24][CH3:25])=[O:23])[CH:21]=2)[CH:14]=1)=[O:7])([CH3:4])([CH3:3])[CH3:2].C([O-])=O.[NH4+], predict the reaction product. The product is: [C:1]([O:5][C:6]([NH:8][C:9]1[CH:14]=[C:13]([O:15][C:16]2[CH:17]=[N:18][CH:19]=[C:20]([CH:21]=2)[C:22]([O:24][CH3:25])=[O:23])[CH:12]=[N:11][CH:10]=1)=[O:7])([CH3:4])([CH3:3])[CH3:2]. (5) The product is: [Cl:1][C:2]1[C:10]2[N:9]=[C:8]3[N:11]([C:15]4[C:16]([Cl:24])=[CH:17][C:18]([O:22][CH3:23])=[CH:19][C:20]=4[Cl:21])[CH2:12][CH2:13][CH2:14][N:7]3[C:6]=2[C:5]([CH:25]([OH:26])[CH2:27][CH3:28])=[CH:4][CH:3]=1. Given the reactants [Cl:1][C:2]1[CH:3]=[CH:4][C:5]([CH:25]=[O:26])=[C:6]2[C:10]=1[N:9]=[C:8]1[N:11]([C:15]3[C:20]([Cl:21])=[CH:19][C:18]([O:22][CH3:23])=[CH:17][C:16]=3[Cl:24])[CH2:12][CH2:13][CH2:14][N:7]21.[CH2:27]([Mg]Br)[CH3:28], predict the reaction product. (6) Given the reactants [NH2:1][C:2]1[CH:3]=[C:4]([CH:8]=[C:9]([C:11]2[CH:16]=[CH:15][N:14]=[C:13]([O:17][CH3:18])[C:12]=2[O:19][CH3:20])[CH:10]=1)[C:5]([OH:7])=[O:6].[CH3:21][O:22][C:23]1[N:28]=[C:27]([O:29][CH3:30])[C:26]([C:31]2[CH:40]=[C:39]3[C:34]([C:35](Cl)=[C:36]([C:41]([NH2:43])=[O:42])[CH:37]=[N:38]3)=[CH:33][CH:32]=2)=[CH:25][N:24]=1, predict the reaction product. The product is: [NH2:43][C:41]([C:36]1[CH:37]=[N:38][C:39]2[C:34]([C:35]=1[NH:1][C:2]1[CH:3]=[C:4]([CH:8]=[C:9]([C:11]3[CH:16]=[CH:15][N:14]=[C:13]([O:17][CH3:18])[C:12]=3[O:19][CH3:20])[CH:10]=1)[C:5]([OH:7])=[O:6])=[CH:33][CH:32]=[C:31]([C:26]1[C:27]([O:29][CH3:30])=[N:28][C:23]([O:22][CH3:21])=[N:24][CH:25]=1)[CH:40]=2)=[O:42]. (7) Given the reactants [Cl:1][C:2]1[CH:10]=[CH:9][C:8]([C:11]2[CH:12]=[CH:13][C:14]([C:46]#[C:47][CH:48]3[CH2:52][CH2:51][CH2:50][N:49]3C(OC(C)(C)C)=O)=[N:15][C:16]=2[C@@H:17]([NH:27][C:28](=[O:45])[CH2:29][N:30]2[C:34]3[C:35]([F:40])([F:39])[C@@H:36]4[CH2:38][C@@H:37]4[C:33]=3[C:32]([C:41]([F:44])([F:43])[F:42])=[N:31]2)[CH2:18][C:19]2[CH:24]=[C:23]([F:25])[CH:22]=[C:21]([F:26])[CH:20]=2)=[C:7]2[C:3]=1[C:4]([NH:61][S:62]([CH3:65])(=[O:64])=[O:63])=[N:5][N:6]2[CH3:60].C(O)(C(F)(F)F)=O, predict the reaction product. The product is: [Cl:1][C:2]1[CH:10]=[CH:9][C:8]([C:11]2[C:16]([C@@H:17]([NH:27][C:28](=[O:45])[CH2:29][N:30]3[C:34]4[C:35]([F:40])([F:39])[C@@H:36]5[CH2:38][C@@H:37]5[C:33]=4[C:32]([C:41]([F:42])([F:44])[F:43])=[N:31]3)[CH2:18][C:19]3[CH:24]=[C:23]([F:25])[CH:22]=[C:21]([F:26])[CH:20]=3)=[N:15][C:14]([C:46]#[C:47][CH:48]3[CH2:52][CH2:51][CH2:50][NH:49]3)=[CH:13][CH:12]=2)=[C:7]2[C:3]=1[C:4]([NH:61][S:62]([CH3:65])(=[O:64])=[O:63])=[N:5][N:6]2[CH3:60]. (8) Given the reactants [S:1]([NH2:11])(=[O:10])([C:3]1[CH:8]=[CH:7][C:6]([NH2:9])=[CH:5][CH:4]=1)=[O:2].[N:12]([O-])=O.[Na+].Cl.[Sn](Cl)[Cl:18], predict the reaction product. The product is: [CH:7]1[C:6]([NH:9][NH2:12])=[CH:5][CH:4]=[C:3]([S:1]([NH2:11])(=[O:10])=[O:2])[CH:8]=1.[ClH:18]. (9) Given the reactants C(OC([N:8]1[CH2:13][CH2:12][CH:11]([CH2:14][O:15][C:16]2[CH:25]=[C:24]3[C:19]([C:20]([NH:26][C:27]4[CH:32]=[C:31]([NH:33][C:34](=[O:46])[C:35]5[CH:40]=[CH:39][CH:38]=[C:37]([C:41]([C:44]#[N:45])([CH3:43])[CH3:42])[CH:36]=5)[CH:30]=[CH:29][C:28]=4[CH3:47])=[N:21][CH:22]=[N:23]3)=[CH:18][CH:17]=2)[CH2:10][CH2:9]1)=O)(C)(C)C, predict the reaction product. The product is: [C:44]([C:41]([C:37]1[CH:36]=[C:35]([CH:40]=[CH:39][CH:38]=1)[C:34]([NH:33][C:31]1[CH:30]=[CH:29][C:28]([CH3:47])=[C:27]([NH:26][C:20]2[C:19]3[C:24](=[CH:25][C:16]([O:15][CH2:14][CH:11]4[CH2:10][CH2:9][NH:8][CH2:13][CH2:12]4)=[CH:17][CH:18]=3)[N:23]=[CH:22][N:21]=2)[CH:32]=1)=[O:46])([CH3:42])[CH3:43])#[N:45].